Dataset: KCNQ2 potassium channel screen with 302,405 compounds. Task: Binary Classification. Given a drug SMILES string, predict its activity (active/inactive) in a high-throughput screening assay against a specified biological target. (1) The result is 0 (inactive). The compound is Clc1cc(NS(=O)(=O)c2cc(C(=O)NNC3=c4cc(C(C)C)ccc4=NC3=O)ccc2)ccc1. (2) The molecule is s1c(NC(=O)CCC(=O)NCc2c(OC)cccc2)nnc1C. The result is 0 (inactive). (3) The compound is s1c(C(=O)NNC(=O)C(=O)Nc2ccc(cc2)C)ccc1. The result is 1 (active). (4) The compound is Clc1c(NC(=O)COC(=O)C2N(CCC2)C(=O)c2sccc2)cc(S(=O)(=O)N(C)C)cc1. The result is 0 (inactive). (5) The drug is S(=O)(=O)(N1CCC(CC1)C(=O)Nc1c(cc(cc1)C)C)c1cc2C(C(=O)N(c2cc1)C)(C)C. The result is 0 (inactive). (6) The drug is S(=O)(=O)(N(CC(=O)Nc1cc2OCCOc2cc1)c1c(OC)cc(OC)cc1)C. The result is 0 (inactive). (7) The drug is O=c1n(c(=O)n(c2ncn(CCC(C)C)c12)Cc1ccccc1)CC(=O)NC(=O)N. The result is 0 (inactive). (8) The molecule is O(c1c2c(n(c(=O)c1C(=O)c1oc(nn1)C)C)cccc2)C(=O)C. The result is 0 (inactive).